The task is: Predict which catalyst facilitates the given reaction.. This data is from Catalyst prediction with 721,799 reactions and 888 catalyst types from USPTO. The catalyst class is: 6. Product: [C:1]([C:3]1[CH:10]=[CH:9][C:18]([C:19]([OH:14])=[O:12])=[CH:5][CH:4]=1)#[CH:2]. Reactant: [C:1]([C:3]1[CH:10]=[CH:9]C(C#N)=[CH:5][CH:4]=1)#[CH:2].[Li+].[OH-:12].Cl.[O:14]1[CH2:19][CH2:18]OCC1.